This data is from Reaction yield outcomes from USPTO patents with 853,638 reactions. The task is: Predict the reaction yield, written as a fraction of the theoretical maximum amount of product (1.0 means a 100% yield; for example, 0.34 means a 34% yield). (1) The reactants are [Cl:1][C:2]1[C:10]2[C:5](=[CH:6][C:7]([S:11]([N:14]3[CH2:19][C:18](=[O:20])[N:17]([CH2:21][CH:22]4[CH2:27][CH2:26][N:25]([C:28]5[CH:33]=[CH:32][C:31](=[O:34])[N:30]([CH3:35])[N:29]=5)[CH2:24][CH2:23]4)[CH:16]([C:36](O)=[O:37])[CH2:15]3)(=[O:13])=[O:12])=[CH:8][CH:9]=2)[NH:4][CH:3]=1.C(N(CC)CC)C.[CH2:46]([CH2:48][NH2:49])[OH:47].F[P-](F)(F)(F)(F)F.N1(O[P+](N2CCCC2)(N2CCCC2)N2CCCC2)C2C=CC=CC=2N=N1. The catalyst is CN(C)C=O. The product is [OH:47][CH2:46][CH2:48][NH:49][C:36]([CH:16]1[CH2:15][N:14]([S:11]([C:7]2[CH:6]=[C:5]3[C:10]([C:2]([Cl:1])=[CH:3][NH:4]3)=[CH:9][CH:8]=2)(=[O:13])=[O:12])[CH2:19][C:18](=[O:20])[N:17]1[CH2:21][CH:22]1[CH2:27][CH2:26][N:25]([C:28]2[CH:33]=[CH:32][C:31](=[O:34])[N:30]([CH3:35])[N:29]=2)[CH2:24][CH2:23]1)=[O:37]. The yield is 0.780. (2) The catalyst is CN(C=O)C. The product is [F:27][C:28]1[CH:29]=[C:30]([NH:31][CH:3]([C:5]2[CH:6]=[C:7]([C:22]([N:24]([CH3:26])[CH3:25])=[O:23])[CH:8]=[C:9]3[C:14]=2[O:13][C:12]([N:15]2[CH2:20][CH2:19][O:18][CH2:17][CH2:16]2)=[CH:11][C:10]3=[O:21])[CH3:4])[CH:32]=[C:33]([F:35])[CH:34]=1. The yield is 0.685. The reactants are Br.Br[CH:3]([C:5]1[CH:6]=[C:7]([C:22]([N:24]([CH3:26])[CH3:25])=[O:23])[CH:8]=[C:9]2[C:14]=1[O:13][C:12]([N:15]1[CH2:20][CH2:19][O:18][CH2:17][CH2:16]1)=[CH:11][C:10]2=[O:21])[CH3:4].[F:27][C:28]1[CH:29]=[C:30]([CH:32]=[C:33]([F:35])[CH:34]=1)[NH2:31].